From a dataset of Full USPTO retrosynthesis dataset with 1.9M reactions from patents (1976-2016). Predict the reactants needed to synthesize the given product. Given the product [C:1]([C:3]1[CH:4]=[C:5]([N:10]2[C:14]([C:15]3[CH:20]=[CH:19][CH:18]=[C:17]([C:21]#[N:22])[CH:16]=3)=[CH:13][C:12]([C:23]([OH:25])=[O:24])=[N:11]2)[CH:6]=[CH:7][C:8]=1[F:9])#[N:2], predict the reactants needed to synthesize it. The reactants are: [C:1]([C:3]1[CH:4]=[C:5]([N:10]2[C:14]([C:15]3[CH:20]=[CH:19][CH:18]=[C:17]([C:21]#[N:22])[CH:16]=3)=[CH:13][C:12]([C:23]([O:25]CC)=[O:24])=[N:11]2)[CH:6]=[CH:7][C:8]=1[F:9])#[N:2].ClC1C=C(N2C(C3C=C(F)C=C(Cl)C=3)=CC(C(O)=O)=N2)C=CC=1F.